This data is from TCR-epitope binding with 47,182 pairs between 192 epitopes and 23,139 TCRs. The task is: Binary Classification. Given a T-cell receptor sequence (or CDR3 region) and an epitope sequence, predict whether binding occurs between them. The epitope is TTLPVNVAF. The TCR CDR3 sequence is CASSAPAQFHEQYF. Result: 0 (the TCR does not bind to the epitope).